From a dataset of Catalyst prediction with 721,799 reactions and 888 catalyst types from USPTO. Predict which catalyst facilitates the given reaction. Product: [Cl:16][C:4]1[C:5](=[O:15])[N:6]([CH:9]2[CH2:14][CH2:13][CH2:12][CH2:11][CH2:10]2)[N:7]([CH3:8])[C:3]=1[CH2:2][N:27]1[CH2:28][CH2:29][N:24]([C:23]2[C:22]([Cl:30])=[CH:21][N:20]=[CH:19][C:18]=2[Cl:17])[CH2:25][CH2:26]1. The catalyst class is: 10. Reactant: Br[CH2:2][C:3]1[N:7]([CH3:8])[N:6]([CH:9]2[CH2:14][CH2:13][CH2:12][CH2:11][CH2:10]2)[C:5](=[O:15])[C:4]=1[Cl:16].[Cl:17][C:18]1[CH:19]=[N:20][CH:21]=[C:22]([Cl:30])[C:23]=1[N:24]1[CH2:29][CH2:28][NH:27][CH2:26][CH2:25]1.C(=O)([O-])[O-].[K+].[K+].